From a dataset of Reaction yield outcomes from USPTO patents with 853,638 reactions. Predict the reaction yield, written as a fraction of the theoretical maximum amount of product (1.0 means a 100% yield; for example, 0.34 means a 34% yield). (1) The reactants are [CH:1]([C:3]1[CH:8]=[CH:7][CH:6]=[CH:5][C:4]=1B(O)O)=[O:2].Br[C:13]1[CH:19]=[CH:18][C:16]([NH2:17])=[C:15]([F:20])[CH:14]=1. The catalyst is C1COCC1.C([O-])([O-])=O.[Na+].[Na+].C1C=CC([P]([Pd]([P](C2C=CC=CC=2)(C2C=CC=CC=2)C2C=CC=CC=2)([P](C2C=CC=CC=2)(C2C=CC=CC=2)C2C=CC=CC=2)[P](C2C=CC=CC=2)(C2C=CC=CC=2)C2C=CC=CC=2)(C2C=CC=CC=2)C2C=CC=CC=2)=CC=1. The product is [F:20][C:15]1[CH:14]=[C:13]([C:4]2[CH:5]=[CH:6][CH:7]=[CH:8][C:3]=2[CH2:1][OH:2])[CH:19]=[CH:18][C:16]=1[NH2:17]. The yield is 0.976. (2) The reactants are [NH2:1][C:2]1[N:6](C(OC(C)(C)C)=O)[N:5]=[C:4]([CH:14]2[CH2:16][CH2:15]2)[CH:3]=1.Br[C:18]1[C:19](=[O:26])[N:20]([CH3:25])[CH:21]=[C:22]([Br:24])[CH:23]=1.C(=O)([O-])[O-].[Cs+].[Cs+].CC1(C)C2C(=C(P(C3C=CC=CC=3)C3C=CC=CC=3)C=CC=2)OC2C(P(C3C=CC=CC=3)C3C=CC=CC=3)=CC=CC1=2. The catalyst is C1C=CC(/C=C/C(/C=C/C2C=CC=CC=2)=O)=CC=1.C1C=CC(/C=C/C(/C=C/C2C=CC=CC=2)=O)=CC=1.C1C=CC(/C=C/C(/C=C/C2C=CC=CC=2)=O)=CC=1.[Pd].[Pd].O1CCOCC1. The product is [Br:24][C:22]1[CH:23]=[C:18]([NH:1][C:2]2[NH:6][N:5]=[C:4]([CH:14]3[CH2:15][CH2:16]3)[CH:3]=2)[C:19](=[O:26])[N:20]([CH3:25])[CH:21]=1. The yield is 0.500. (3) The reactants are [Cl:1][C:2]1[CH:10]=[CH:9][C:5]([C:6]([NH2:8])=O)=[C:4]([N:11]([CH2:13][CH2:14][O:15][CH3:16])[CH3:12])[N:3]=1.N1C=CC=CC=1.O=P(Cl)(Cl)Cl.[OH-].[Na+]. The catalyst is C(#N)C. The product is [Cl:1][C:2]1[CH:10]=[CH:9][C:5]([C:6]#[N:8])=[C:4]([N:11]([CH2:13][CH2:14][O:15][CH3:16])[CH3:12])[N:3]=1. The yield is 0.900.